Dataset: Catalyst prediction with 721,799 reactions and 888 catalyst types from USPTO. Task: Predict which catalyst facilitates the given reaction. (1) Reactant: Cl[C:2]1[N:3]=[C:4]([N:19]2[CH2:24][CH2:23][O:22][CH2:21][CH2:20]2)[C:5]2[S:10][C:9]([C:11]3[CH:12]=[N:13][C:14](F)=[CH:15][CH:16]=3)=[C:8]([CH3:18])[C:6]=2[N:7]=1.[NH:25]1[CH2:30][CH2:29][CH2:28][CH:27]([OH:31])[CH2:26]1.CC1(C)C(C)(C)OB([C:40]2[CH:41]=[N:42][C:43]([NH2:46])=[N:44][CH:45]=2)O1.CC([O-])=O.[K+]. Product: [NH2:46][C:43]1[N:44]=[CH:45][C:40]([C:2]2[N:3]=[C:4]([N:19]3[CH2:24][CH2:23][O:22][CH2:21][CH2:20]3)[C:5]3[S:10][C:9]([C:11]4[CH:16]=[CH:15][C:14]([N:25]5[CH2:30][CH2:29][CH2:28][CH:27]([OH:31])[CH2:26]5)=[N:13][CH:12]=4)=[C:8]([CH3:18])[C:6]=3[N:7]=2)=[CH:41][N:42]=1. The catalyst class is: 745. (2) Reactant: [F:1][CH:2]([F:32])[C:3]1[N:7]([C:8]2[N:13]=[C:12]([N:14]3[CH2:19][CH2:18][O:17][CH2:16][CH2:15]3)[N:11]=[C:10]([NH:20][C@H:21]3[CH2:26][CH2:25][C@H:24]([NH2:27])[CH2:23][CH2:22]3)[N:9]=2)[C:6]2[CH:28]=[CH:29][CH:30]=[CH:31][C:5]=2[N:4]=1.C(N(CC)CC)C.[C:40]([N:47]1[CH:51]=[CH:50][N:49]=[CH:48]1)(N1C=CN=C1)=[O:41].N1(CCN)C[CH2:56][O:55][CH2:54][CH2:53]1. Product: [F:32][CH:2]([F:1])[C:3]1[N:7]([C:8]2[N:13]=[C:12]([N:14]3[CH2:15][CH2:16][O:17][CH2:18][CH2:19]3)[N:11]=[C:10]([NH:20][C@H:21]3[CH2:22][CH2:23][C@H:24]([NH:27][C:40]([NH:47][CH2:51][CH2:50][N:49]4[CH2:48][CH2:56][O:55][CH2:54][CH2:53]4)=[O:41])[CH2:25][CH2:26]3)[N:9]=2)[C:6]2[CH:28]=[CH:29][CH:30]=[CH:31][C:5]=2[N:4]=1. The catalyst class is: 35. (3) Reactant: Cl[C:2]1[C:11]2[CH:12]=[CH:13][N:14]=[C:15]([O:16][CH2:17][CH3:18])[C:10]=2[C:9]2[C:4](=[CH:5][CH:6]=[N:7][CH:8]=2)[N:3]=1.Cl[C:20]1[C:29]2[CH:30]=[CH:31][N:32]=[C:33]([Cl:34])[C:28]=2[C:27]2[C:22](=[CH:23][CH:24]=[N:25][CH:26]=2)[N:21]=1.[Cl:35][C:36]1[CH:42]=[C:41]([I:43])[CH:40]=[C:39]([Cl:44])[C:37]=1[NH2:38].CC(C)([O-])C.[Na+]. Product: [Cl:34][C:33]1[C:28]2[C:27]3[C:22](=[CH:23][CH:24]=[N:25][CH:26]=3)[N:21]=[C:20]([NH:38][C:37]3[C:36]([Cl:35])=[CH:42][C:41]([I:43])=[CH:40][C:39]=3[Cl:44])[C:29]=2[CH:30]=[CH:31][N:32]=1.[Cl:35][C:36]1[CH:42]=[C:41]([I:43])[CH:40]=[C:39]([Cl:44])[C:37]=1[NH:38][C:2]1[C:11]2[CH:12]=[CH:13][N:14]=[C:15]([O:16][CH2:17][CH3:18])[C:10]=2[C:9]2[C:4](=[CH:5][CH:6]=[N:7][CH:8]=2)[N:3]=1. The catalyst class is: 1.